Regression. Given two drug SMILES strings and cell line genomic features, predict the synergy score measuring deviation from expected non-interaction effect. From a dataset of NCI-60 drug combinations with 297,098 pairs across 59 cell lines. (1) Drug 1: C1=CN(C=N1)CC(O)(P(=O)(O)O)P(=O)(O)O. Drug 2: C1CC(=O)NC(=O)C1N2C(=O)C3=CC=CC=C3C2=O. Cell line: SK-OV-3. Synergy scores: CSS=3.69, Synergy_ZIP=-2.65, Synergy_Bliss=-5.24, Synergy_Loewe=-4.01, Synergy_HSA=-3.45. (2) Drug 1: C(=O)(N)NO. Drug 2: CCN(CC)CCCC(C)NC1=C2C=C(C=CC2=NC3=C1C=CC(=C3)Cl)OC. Cell line: DU-145. Synergy scores: CSS=9.82, Synergy_ZIP=-3.86, Synergy_Bliss=5.76, Synergy_Loewe=-11.2, Synergy_HSA=4.05. (3) Drug 2: CN(C)C1=NC(=NC(=N1)N(C)C)N(C)C. Drug 1: CC12CCC3C(C1CCC2=O)CC(=C)C4=CC(=O)C=CC34C. Synergy scores: CSS=30.3, Synergy_ZIP=2.17, Synergy_Bliss=2.35, Synergy_Loewe=-29.9, Synergy_HSA=0.745. Cell line: NCI-H460.